From a dataset of Forward reaction prediction with 1.9M reactions from USPTO patents (1976-2016). Predict the product of the given reaction. (1) Given the reactants CC1C=CC(S(O)(=O)=O)=CC=1.O.O1[C:17]2([CH2:22][CH2:21][CH:20]([CH2:23][C:24]([O:26][CH2:27][C:28]3[CH:33]=[CH:32][CH:31]=[CH:30][CH:29]=3)=[O:25])[CH2:19][CH2:18]2)[O:16]CC1.CC(C)=O.C(=O)(O)[O-].[Na+], predict the reaction product. The product is: [O:16]=[C:17]1[CH2:22][CH2:21][CH:20]([CH2:23][C:24]([O:26][CH2:27][C:28]2[CH:29]=[CH:30][CH:31]=[CH:32][CH:33]=2)=[O:25])[CH2:19][CH2:18]1. (2) The product is: [I:10][C:8]1[C:3]([O:2][CH3:1])=[N:4][C:5]([NH2:9])=[N:6][CH:7]=1. Given the reactants [CH3:1][O:2][C:3]1[CH:8]=[CH:7][N:6]=[C:5]([NH2:9])[N:4]=1.[I:10]N1C(=O)CCC1=O, predict the reaction product. (3) Given the reactants C(=O)(OC)[O:2][C:3]1[CH:8]=[C:7]([N+:9]([O-:11])=[O:10])[C:6](Br)=[CH:5][C:4]=1[CH:13]1[CH2:17][CH2:16][CH2:15][CH2:14]1.CC1(C)C(C)(C)OB([C:29]2[CH2:30][CH2:31][N:32]([C:35]([O:37][C:38]([CH3:41])([CH3:40])[CH3:39])=[O:36])[CH2:33][CH:34]=2)O1.C([O-])([O-])=O.[Cs+].[Cs+], predict the reaction product. The product is: [CH:13]1([C:4]2[C:3]([OH:2])=[CH:8][C:7]([N+:9]([O-:11])=[O:10])=[C:6]([C:29]3[CH2:34][CH2:33][N:32]([C:35]([O:37][C:38]([CH3:41])([CH3:40])[CH3:39])=[O:36])[CH2:31][CH:30]=3)[CH:5]=2)[CH2:14][CH2:15][CH2:16][CH2:17]1. (4) Given the reactants Br[C:2]1[C:10]2[C:5](=[CH:6][CH:7]=[C:8]([C:11]#[N:12])[CH:9]=2)[N:4](C2CCCCO2)[N:3]=1.[O:19]1[C:24]2[CH:25]=[CH:26][C:27](B(O)O)=[CH:28][C:23]=2[O:22][CH2:21][CH2:20]1.ClCCl.P([O-])([O-])([O-])=O.[K+].[K+].[K+].Cl, predict the reaction product. The product is: [O:19]1[C:24]2[CH:25]=[CH:26][C:27]([C:2]3[C:10]4[C:5](=[CH:6][CH:7]=[C:8]([C:11]#[N:12])[CH:9]=4)[NH:4][N:3]=3)=[CH:28][C:23]=2[O:22][CH2:21][CH2:20]1. (5) Given the reactants [CH2:1]([O:8][C:9]1[C:10]([CH2:15][NH2:16])=[N:11][CH:12]=[CH:13][CH:14]=1)[C:2]1[CH:7]=[CH:6][CH:5]=[CH:4][CH:3]=1.P(Cl)(Cl)(Cl)=O.[CH:22](O)=O, predict the reaction product. The product is: [CH2:1]([O:8][C:9]1[C:10]2[N:11]([CH:22]=[N:16][CH:15]=2)[CH:12]=[CH:13][CH:14]=1)[C:2]1[CH:3]=[CH:4][CH:5]=[CH:6][CH:7]=1. (6) Given the reactants [F:1][C:2]([F:15])([F:14])[C:3]1[CH:4]=[C:5]([CH:7]=[C:8]([C:10]([F:13])([F:12])[F:11])[CH:9]=1)[NH2:6].[CH2:16]1[C:29]2[C:20](=[N:21][C:22]3[C:23](=O)[CH2:24][CH2:25][CH2:26][C:27]=3[CH:28]=2)[C:19](=O)[CH2:18][CH2:17]1, predict the reaction product. The product is: [F:1][C:2]([F:14])([F:15])[C:3]1[CH:4]=[C:5]([N:6]=[C:19]2[C:20]3[C:29](=[CH:28][C:27]4[CH2:26][CH2:25][CH2:24][C:23](=[N:6][C:5]5[CH:7]=[C:8]([C:10]([F:11])([F:12])[F:13])[CH:9]=[C:3]([C:2]([F:1])([F:14])[F:15])[CH:4]=5)[C:22]=4[N:21]=3)[CH2:16][CH2:17][CH2:18]2)[CH:7]=[C:8]([C:10]([F:11])([F:12])[F:13])[CH:9]=1. (7) Given the reactants C[O:2][C:3]1[CH:21]=[CH:20][CH:19]=[C:18]([CH3:22])[C:4]=1[CH2:5][NH:6][C:7]1[C:8]2[N:9]([C:13]([CH3:17])=[C:14]([CH3:16])[N:15]=2)[CH:10]=[CH:11][CH:12]=1.B(Br)(Br)Br.O, predict the reaction product. The product is: [OH:2][C:3]1[CH:21]=[CH:20][CH:19]=[C:18]([CH3:22])[C:4]=1[CH2:5][NH:6][C:7]1[C:8]2[N:9]([C:13]([CH3:17])=[C:14]([CH3:16])[N:15]=2)[CH:10]=[CH:11][CH:12]=1. (8) Given the reactants C([C:4]1[CH:9]=[C:8]([O:10][C:11]2[CH:16]=[CH:15][C:14]([NH:17][C:18]([C:20]3[C:21](=[O:35])[N:22]([C:29]4[CH:34]=[CH:33][CH:32]=[CH:31][CH:30]=4)[N:23]4[CH2:28][CH2:27][O:26][CH2:25][C:24]=34)=[O:19])=[CH:13][C:12]=2[F:36])[CH:7]=[CH:6][N:5]=1)(=O)N.CC#[N:39].O.C(OI(C1C=CC=CC=1)OC(=O)C)(=O)C, predict the reaction product. The product is: [NH2:39][C:4]1[CH:9]=[C:8]([O:10][C:11]2[CH:16]=[CH:15][C:14]([NH:17][C:18]([C:20]3[C:21](=[O:35])[N:22]([C:29]4[CH:34]=[CH:33][CH:32]=[CH:31][CH:30]=4)[N:23]4[CH2:28][CH2:27][O:26][CH2:25][C:24]=34)=[O:19])=[CH:13][C:12]=2[F:36])[CH:7]=[CH:6][N:5]=1.